This data is from Catalyst prediction with 721,799 reactions and 888 catalyst types from USPTO. The task is: Predict which catalyst facilitates the given reaction. (1) Reactant: Cl[CH2:2][C:3]([O:5][C@H:6]([CH2:35][N:36]([S:41]([C:44]1[CH:52]=[CH:51][C:47]2[O:48][CH2:49][O:50][C:46]=2[CH:45]=1)(=[O:43])=[O:42])[CH2:37][CH:38]([CH3:40])[CH3:39])[C@@H:7]([NH:23][C:24]([O:26][C@@H:27]1[C@H:34]2[C@H:30]([O:31][CH2:32][CH2:33]2)[O:29][CH2:28]1)=[O:25])[CH2:8][C:9]1[CH:14]=[CH:13][C:12]([O:15][CH2:16][C:17]2[N:18]=[C:19]([CH3:22])[S:20][CH:21]=2)=[CH:11][CH:10]=1)=[O:4].[N-:53]=[N+:54]=[N-:55].[Na+]. The catalyst class is: 42. Product: [N:53]([CH2:2][C:3]([O:5][C@H:6]([CH2:35][N:36]([S:41]([C:44]1[CH:52]=[CH:51][C:47]2[O:48][CH2:49][O:50][C:46]=2[CH:45]=1)(=[O:43])=[O:42])[CH2:37][CH:38]([CH3:40])[CH3:39])[C@@H:7]([NH:23][C:24]([O:26][C@@H:27]1[C@H:34]2[C@H:30]([O:31][CH2:32][CH2:33]2)[O:29][CH2:28]1)=[O:25])[CH2:8][C:9]1[CH:14]=[CH:13][C:12]([O:15][CH2:16][C:17]2[N:18]=[C:19]([CH3:22])[S:20][CH:21]=2)=[CH:11][CH:10]=1)=[O:4])=[N+:54]=[N-:55]. (2) Reactant: Cl[C:2]1[N:7]=[C:6]([C:8]2[S:12][C:11]([CH2:13][CH3:14])=[N:10][C:9]=2[C:15]2[CH:20]=[CH:19][C:18]([CH2:21][O:22][Si](C(C)(C)C)(C)C)=[C:17]([O:30][CH3:31])[CH:16]=2)[CH:5]=[CH:4][N:3]=1.CCCCO.CO.[C:39]([N:42]1[CH2:47][CH2:46][N:45]([C:48]2[N:53]=[CH:52][C:51]([NH2:54])=[CH:50][CH:49]=2)[CH2:44][CH2:43]1)(=[O:41])[CH3:40].Cl. Product: [C:39]([N:42]1[CH2:43][CH2:44][N:45]([C:48]2[N:53]=[CH:52][C:51]([NH:54][C:2]3[N:7]=[C:6]([C:8]4[S:12][C:11]([CH2:13][CH3:14])=[N:10][C:9]=4[C:15]4[CH:20]=[CH:19][C:18]([CH2:21][OH:22])=[C:17]([O:30][CH3:31])[CH:16]=4)[CH:5]=[CH:4][N:3]=3)=[CH:50][CH:49]=2)[CH2:46][CH2:47]1)(=[O:41])[CH3:40]. The catalyst class is: 2. (3) Reactant: C(O[C:6](=O)[N:7]([C:9]1[N:14]=[C:13]2[NH:15][C:16]([C:18]3[CH:23]=[CH:22][CH:21]=[C:20]([CH2:24][CH2:25][NH:26][C:27](=[O:29])[CH3:28])[N:19]=3)=[CH:17][C:12]2=[C:11]2[N:30]([CH3:33])[CH:31]=[N:32][C:10]=12)C)(C)(C)C.FC(F)(F)C(O)=O.CN1C(=O)CCC1. Product: [CH3:33][N:30]1[C:11]2=[C:12]3[CH:17]=[C:16]([C:18]4[N:19]=[C:20]([CH2:24][CH2:25][NH:26][C:27](=[O:29])[CH3:28])[CH:21]=[CH:22][CH:23]=4)[NH:15][C:13]3=[N:14][C:9]([NH:7][CH3:6])=[C:10]2[N:32]=[CH:31]1. The catalyst class is: 2. (4) Reactant: C([O:8][C:9]1[C:13]([CH2:14][CH2:15][C:16]2[N:17]=[CH:18][S:19][CH:20]=2)=[CH:12][N:11]([C:21]2[CH:26]=[CH:25][CH:24]=[CH:23][CH:22]=2)[N:10]=1)C1C=CC=CC=1.C(#N)C.I[Si](C)(C)C. Product: [C:21]1([N:11]2[CH:12]=[C:13]([CH2:14][CH2:15][C:16]3[N:17]=[CH:18][S:19][CH:20]=3)[C:9]([OH:8])=[N:10]2)[CH:22]=[CH:23][CH:24]=[CH:25][CH:26]=1. The catalyst class is: 6. (5) Reactant: [Br:1][C:2]1[CH:7]=[CH:6][C:5]([OH:8])=[CH:4][C:3]=1[F:9].C(=O)([O-])[O-].[K+].[K+].Cl[C:17]([F:27])([F:26])C(C1C=CC=CC=1)=O. Product: [Br:1][C:2]1[CH:7]=[CH:6][C:5]([O:8][CH:17]([F:27])[F:26])=[CH:4][C:3]=1[F:9]. The catalyst class is: 47. (6) Reactant: [Br:1][C:2]1[C:3]2[N:4]([C:8]([NH:11][CH3:12])=[N:9][N:10]=2)[CH:5]=[CH:6][CH:7]=1.C[Si]([N-][Si](C)(C)C)(C)C.[K+].[C:31](O[C:31]([O:33][C:34]([CH3:37])([CH3:36])[CH3:35])=[O:32])([O:33][C:34]([CH3:37])([CH3:36])[CH3:35])=[O:32]. Product: [Br:1][C:2]1[C:3]2[N:4]([C:8]([N:11]([CH3:12])[C:31](=[O:32])[O:33][C:34]([CH3:35])([CH3:36])[CH3:37])=[N:9][N:10]=2)[CH:5]=[CH:6][CH:7]=1. The catalyst class is: 3.